Dataset: NCI-60 drug combinations with 297,098 pairs across 59 cell lines. Task: Regression. Given two drug SMILES strings and cell line genomic features, predict the synergy score measuring deviation from expected non-interaction effect. Drug 1: C1CCC(CC1)NC(=O)N(CCCl)N=O. Drug 2: C(=O)(N)NO. Cell line: NCI-H226. Synergy scores: CSS=10.7, Synergy_ZIP=2.90, Synergy_Bliss=5.72, Synergy_Loewe=-8.22, Synergy_HSA=5.61.